From a dataset of Acute oral toxicity (LD50) regression data from Zhu et al.. Regression/Classification. Given a drug SMILES string, predict its toxicity properties. Task type varies by dataset: regression for continuous values (e.g., LD50, hERG inhibition percentage) or binary classification for toxic/non-toxic outcomes (e.g., AMES mutagenicity, cardiotoxicity, hepatotoxicity). Dataset: ld50_zhu. (1) The molecule is CCOC(=O)C1OC1c1ccccc1. The rat oral LD50 is 1.92, given as -log10 of the dose in mol/kg body weight (higher means more acutely toxic). (2) The molecule is CCOP(=O)(OCC)OC(=CC(=O)OC)CC(=O)OC. The rat oral LD50 is 5.19, given as -log10 of the dose in mol/kg body weight (higher means more acutely toxic). (3) The molecule is CC(C)(C)c1cc(C(=O)O)cc(C(C)(C)C)c1O. The rat oral LD50 is 2.25, given as -log10 of the dose in mol/kg body weight (higher means more acutely toxic). (4) The drug is CCOc1ccc(N(N=O)C(C)=O)cc1. The rat oral LD50 is 4.00, given as -log10 of the dose in mol/kg body weight (higher means more acutely toxic).